Regression. Given a peptide amino acid sequence and an MHC pseudo amino acid sequence, predict their binding affinity value. This is MHC class I binding data. From a dataset of Peptide-MHC class I binding affinity with 185,985 pairs from IEDB/IMGT. (1) The peptide sequence is TAFTIPST. The MHC is HLA-A30:02 with pseudo-sequence HLA-A30:02. The binding affinity (normalized) is 0. (2) The MHC is HLA-A69:01 with pseudo-sequence HLA-A69:01. The binding affinity (normalized) is 0.0847. The peptide sequence is FAAFYFVFI. (3) The peptide sequence is KRFLNGAKY. The MHC is HLA-A26:03 with pseudo-sequence HLA-A26:03. The binding affinity (normalized) is 0.0847. (4) The peptide sequence is GIYIRRNMI. The MHC is HLA-A02:01 with pseudo-sequence HLA-A02:01. The binding affinity (normalized) is 0.130. (5) The peptide sequence is AAVQLLFPA. The MHC is H-2-Kb with pseudo-sequence H-2-Kb. The binding affinity (normalized) is 0.0596. (6) The peptide sequence is RPAPATGAL. The MHC is HLA-B27:05 with pseudo-sequence HLA-B27:05. The binding affinity (normalized) is 0.0847. (7) The binding affinity (normalized) is 0.0847. The peptide sequence is KRMMVRHCL. The MHC is HLA-B35:01 with pseudo-sequence HLA-B35:01.